Dataset: Reaction yield outcomes from USPTO patents with 853,638 reactions. Task: Predict the reaction yield, written as a fraction of the theoretical maximum amount of product (1.0 means a 100% yield; for example, 0.34 means a 34% yield). (1) The reactants are [CH:1]([C:3]1[C:11]2[S:10][CH2:9][CH:8]([C:12]3[CH:17]=[CH:16][C:15]([CH:18]([CH3:20])[CH3:19])=[CH:14][CH:13]=3)[C:7]=2[C:6]([CH3:21])=[C:5]([NH:22][C:23](=[O:29])[CH2:24][C:25]([CH3:28])([CH3:27])[CH3:26])[C:4]=1[CH3:30])=O.[CH2:31]([Mg]Br)[CH3:32]. The catalyst is CCCCCC.C(OCC)(=O)C. The product is [CH:18]([C:15]1[CH:16]=[CH:17][C:12]([CH:8]2[C:7]3[C:6]([CH3:21])=[C:5]([NH:22][C:23](=[O:29])[CH2:24][C:25]([CH3:26])([CH3:28])[CH3:27])[C:4]([CH3:30])=[C:3]([CH2:1][CH2:31][CH3:32])[C:11]=3[S:10][CH2:9]2)=[CH:13][CH:14]=1)([CH3:20])[CH3:19]. The yield is 0.220. (2) The reactants are [Br:1][CH:2](Br)[C:3]([C:5]1[S:9][C:8]([N:10]2[CH2:15][CH2:14][O:13][CH2:12][CH2:11]2)=[C:7]([C:16]#[N:17])[C:6]=1[C:18]1[CH:23]=[CH:22][C:21]([Cl:24])=[CH:20][C:19]=1[Cl:25])=[O:4].C1COCC1.P([O-])(OCC)OCC. No catalyst specified. The product is [Br:1][CH2:2][C:3]([C:5]1[S:9][C:8]([N:10]2[CH2:15][CH2:14][O:13][CH2:12][CH2:11]2)=[C:7]([C:16]#[N:17])[C:6]=1[C:18]1[CH:23]=[CH:22][C:21]([Cl:24])=[CH:20][C:19]=1[Cl:25])=[O:4]. The yield is 0.300. (3) The reactants are O.ON1C2C=CC=CC=2N=N1.C(N(CC)CC)C.[C:19]([C:21]([C:33]1[CH:38]=[CH:37][CH:36]=[CH:35][CH:34]=1)([C:27]1[CH:32]=[CH:31][CH:30]=[CH:29][CH:28]=1)[CH2:22][CH2:23][C:24](O)=[O:25])#[N:20].Cl.[O:40]([CH:47]1[CH2:52][CH2:51][NH:50][CH2:49][CH2:48]1)[C:41]1[CH:46]=[CH:45][CH:44]=[CH:43][CH:42]=1.Cl.CN(C)CCCN=C=NCC. The catalyst is CN(C)C=O. The product is [O:25]=[C:24]([N:50]1[CH2:51][CH2:52][CH:47]([O:40][C:41]2[CH:46]=[CH:45][CH:44]=[CH:43][CH:42]=2)[CH2:48][CH2:49]1)[CH2:23][CH2:22][C:21]([C:27]1[CH:32]=[CH:31][CH:30]=[CH:29][CH:28]=1)([C:33]1[CH:38]=[CH:37][CH:36]=[CH:35][CH:34]=1)[C:19]#[N:20]. The yield is 0.950. (4) The reactants are C(N(CC)CC)C.[C:8]([O:12][C:13](=[O:20])[NH:14][CH2:15][CH2:16][CH2:17][NH:18][CH3:19])([CH3:11])([CH3:10])[CH3:9].[Cl:21][C:22]1[N:26]=[C:25](Cl)[S:24][N:23]=1. The catalyst is CS(C)=O.[Cl-].[Na+].O. The product is [C:8]([O:12][C:13](=[O:20])[NH:14][CH2:15][CH2:16][CH2:17][N:18]([C:25]1[S:24][N:23]=[C:22]([Cl:21])[N:26]=1)[CH3:19])([CH3:11])([CH3:10])[CH3:9]. The yield is 0.690. (5) The reactants are [NH2:1][C:2]1[CH:18]=[CH:17][C:16]([OH:19])=[CH:15][C:3]=1[C:4]([NH:6][C:7]1[CH:12]=[CH:11][C:10]([O:13][CH3:14])=[CH:9][CH:8]=1)=[O:5].[F:20][C:21]1[CH:22]=[C:23]([CH:32]=[CH:33][C:34]=1[F:35])[CH2:24][N:25]1[CH2:30][CH2:29][C:28](=O)[CH2:27][CH2:26]1.O.C1(C)C=CC(S(O)(=O)=O)=CC=1. The catalyst is C1(C)C=CC=CC=1. The product is [F:20][C:21]1[CH:22]=[C:23]([CH:32]=[CH:33][C:34]=1[F:35])[CH2:24][N:25]1[CH2:26][CH2:27][C:28]2([N:6]([C:7]3[CH:8]=[CH:9][C:10]([O:13][CH3:14])=[CH:11][CH:12]=3)[C:4](=[O:5])[C:3]3[C:2](=[CH:18][CH:17]=[C:16]([OH:19])[CH:15]=3)[NH:1]2)[CH2:29][CH2:30]1. The yield is 0.390.